From a dataset of Forward reaction prediction with 1.9M reactions from USPTO patents (1976-2016). Predict the product of the given reaction. (1) Given the reactants [F:1][CH:2]([F:11])[O:3][C:4]1[CH:10]=[CH:9][C:7]([NH2:8])=[CH:6][CH:5]=1.Cl.N([O-])=O.[Na+].[N-:17]=[N+:18]=[N-].[Na+], predict the reaction product. The product is: [N:8]([C:7]1[CH:9]=[CH:10][C:4]([O:3][CH:2]([F:11])[F:1])=[CH:5][CH:6]=1)=[N+:17]=[N-:18]. (2) Given the reactants [CH3:1][O:2][C:3]1[CH:4]=[C:5]([CH:14]=[CH2:15])[CH:6]=[C:7]([O:12][CH3:13])[C:8]=1[CH2:9][CH2:10][CH3:11].Br[C:17]1[C:22]([F:23])=[CH:21][CH:20]=[CH:19][C:18]=1[F:24], predict the reaction product. The product is: [F:23][C:22]1[CH:21]=[CH:20][CH:19]=[C:18]([F:24])[C:17]=1[CH:15]=[CH:14][C:5]1[CH:6]=[C:7]([O:12][CH3:13])[C:8]([CH2:9][CH2:10][CH3:11])=[C:3]([O:2][CH3:1])[CH:4]=1.